Dataset: Full USPTO retrosynthesis dataset with 1.9M reactions from patents (1976-2016). Task: Predict the reactants needed to synthesize the given product. (1) Given the product [Br:13][CH2:14][CH2:15][CH2:16][CH2:17][CH2:18][CH2:19][N:5]1[C:1](=[O:11])[C:2]2=[CH:10][CH:9]=[CH:8][CH:7]=[C:3]2[C:4]1=[O:6], predict the reactants needed to synthesize it. The reactants are: [C:1]1(=[O:11])[NH:5][C:4](=[O:6])[C:3]2=[CH:7][CH:8]=[CH:9][CH:10]=[C:2]12.[K].[Br:13][CH2:14][CH2:15][CH2:16][CH2:17][CH2:18][CH2:19]Br. (2) Given the product [Cl:1][C:2]1[CH:7]=[CH:6][CH:5]=[CH:4][C:3]=1[S:8]([N:11]1[CH2:32][CH2:31][C:14]2([C:18](=[O:19])[N:17]([C:20]3[CH:21]=[CH:22][C:23]([O:26][C:27]([F:29])([F:30])[F:28])=[CH:24][CH:25]=3)[CH2:16][CH2:15]2)[CH:13]([OH:33])[CH2:12]1)(=[O:9])=[O:10], predict the reactants needed to synthesize it. The reactants are: [Cl:1][C:2]1[CH:7]=[CH:6][CH:5]=[CH:4][C:3]=1[S:8]([N:11]1[CH2:32][CH2:31][C:14]2([C:18](=[O:19])[N:17]([C:20]3[CH:25]=[CH:24][C:23]([O:26][C:27]([F:30])([F:29])[F:28])=[CH:22][CH:21]=3)[CH2:16][CH2:15]2)[C:13](=[O:33])[CH2:12]1)(=[O:10])=[O:9].[BH4-].[Na+]. (3) Given the product [Br:1][C:2]1[CH:3]=[C:4]2[C:8](=[CH:9][CH:10]=1)[CH:7]([CH3:11])[NH:6][CH2:5]2, predict the reactants needed to synthesize it. The reactants are: [Br:1][C:2]1[CH:3]=[C:4]2[C:8](=[CH:9][CH:10]=1)[CH:7]([CH3:11])[N:6](S(C1C=CC(C)=CC=1)(=O)=O)[CH2:5]2.C1(O)C=CC=CC=1.C(O)(=O)CC.[H-].[Na+]. (4) The reactants are: [Cl:1][C:2]1[CH:3]=[C:4]([SH:8])[CH:5]=[CH:6][CH:7]=1.[CH3:9][O:10][CH:11]([O:14][CH3:15])[CH2:12]Br.[H-].[Na+]. Given the product [Cl:1][C:2]1[CH:7]=[CH:6][CH:5]=[C:4]([S:8][CH2:12][CH:11]([O:14][CH3:15])[O:10][CH3:9])[CH:3]=1, predict the reactants needed to synthesize it. (5) Given the product [OH:39][C:40]([CH3:45])([CH3:44])[C:41]([NH:1][C:2]1[CH:7]=[CH:6][C:5]([C:8]2[CH:13]=[CH:12][N:11]=[C:10]([NH:14][C:15]3[CH:16]=[CH:17][C:18]([N:21]4[CH2:22][CH2:23][O:24][CH2:25][CH2:26]4)=[CH:19][CH:20]=3)[N:9]=2)=[CH:4][CH:3]=1)=[O:42], predict the reactants needed to synthesize it. The reactants are: [NH2:1][C:2]1[CH:7]=[CH:6][C:5]([C:8]2[CH:13]=[CH:12][N:11]=[C:10]([NH:14][C:15]3[CH:20]=[CH:19][C:18]([N:21]4[CH2:26][CH2:25][O:24][CH2:23][CH2:22]4)=[CH:17][CH:16]=3)[N:9]=2)=[CH:4][CH:3]=1.CCN(C(C)C)C(C)C.C([O:39][C:40]([CH3:45])([CH3:44])[C:41](Cl)=[O:42])(=O)C.O[Li].O. (6) Given the product [Cl:18][C:19]1[CH:20]=[C:21]([NH:4][C:3]([C:5]2[C:9]([NH:10][CH2:11][CH2:12][NH:13][S:14]([CH3:17])(=[O:16])=[O:15])=[N:8][O:7][N:6]=2)=[N:2][OH:1])[CH:23]=[CH:24][C:25]=1[F:26], predict the reactants needed to synthesize it. The reactants are: [OH:1][NH:2][C:3]([C:5]1[C:9]([NH:10][CH2:11][CH2:12][NH:13][S:14]([CH3:17])(=[O:16])=[O:15])=[N:8][O:7][N:6]=1)=[NH:4].[Cl:18][C:19]1[CH:20]=[C:21]([CH:23]=[CH:24][C:25]=1[F:26])N. (7) The reactants are: [C:1]([C:5](Cl)=[O:6])([CH3:4])([CH3:3])[CH3:2].[NH2:8][C:9]1[CH:14]=[CH:13][C:12]([S:15]([C:18]2[C:19]([CH3:34])=[N:20][N:21]([CH2:24][CH2:25][NH:26][C:27](=[O:33])[O:28][C:29]([CH3:32])([CH3:31])[CH3:30])[C:22]=2[CH3:23])(=[O:17])=[O:16])=[CH:11][CH:10]=1.N1C=CC=CC=1. Given the product [CH3:2][C:1]([CH3:4])([CH3:3])[C:5]([NH:8][C:9]1[CH:10]=[CH:11][C:12]([S:15]([C:18]2[C:19]([CH3:34])=[N:20][N:21]([CH2:24][CH2:25][NH:26][C:27](=[O:33])[O:28][C:29]([CH3:30])([CH3:31])[CH3:32])[C:22]=2[CH3:23])(=[O:16])=[O:17])=[CH:13][CH:14]=1)=[O:6], predict the reactants needed to synthesize it. (8) Given the product [CH3:1][C:2]1[CH:3]=[CH:4][C:5]([N+:11]([O-:13])=[O:12])=[C:6]([CH:10]=1)[C:7]([NH2:15])=[O:8], predict the reactants needed to synthesize it. The reactants are: [CH3:1][C:2]1[CH:3]=[CH:4][C:5]([N+:11]([O-:13])=[O:12])=[C:6]([CH:10]=1)[C:7](O)=[O:8].C[N:15](C=O)C.C(Cl)(=O)C(Cl)=O.N. (9) Given the product [CH2:24]([O:18][C:17](=[O:19])[C:16]([OH:20])([C:15]([F:22])([F:21])[F:14])[CH:9]([CH3:10])[C:8]([C:4]1[CH:5]=[CH:6][CH:7]=[C:2]([Cl:1])[C:3]=1[O:12][CH3:13])=[CH2:11])[CH3:25], predict the reactants needed to synthesize it. The reactants are: [Cl:1][C:2]1[CH:7]=[CH:6][CH:5]=[C:4]([C:8]([CH3:11])=[CH:9][CH3:10])[C:3]=1[O:12][CH3:13].[F:14][C:15]([F:22])([F:21])[C:16](=[O:20])[C:17]([O-:19])=[O:18].Cl[CH:24](Cl)[CH3:25]. (10) The reactants are: [N:1]1([C:7]2[C:8]3[N:31]=[N:30][N:29]([CH:32]4[CH2:37][CH2:36][N:35](C(OC(C)(C)C)=O)[CH2:34][CH2:33]4)[C:9]=3[N:10]=[C:11]([C:13]3[CH:18]=[CH:17][C:16]([NH:19][C:20](=[O:28])[NH:21][C:22]4[CH:23]=[N:24][CH:25]=[CH:26][CH:27]=4)=[CH:15][CH:14]=3)[N:12]=2)[CH2:6][CH2:5][O:4][CH2:3][CH2:2]1. Given the product [N:1]1([C:7]2[C:8]3[N:31]=[N:30][N:29]([CH:32]4[CH2:33][CH2:34][NH:35][CH2:36][CH2:37]4)[C:9]=3[N:10]=[C:11]([C:13]3[CH:18]=[CH:17][C:16]([NH:19][C:20]([NH:21][C:22]4[CH:23]=[N:24][CH:25]=[CH:26][CH:27]=4)=[O:28])=[CH:15][CH:14]=3)[N:12]=2)[CH2:2][CH2:3][O:4][CH2:5][CH2:6]1, predict the reactants needed to synthesize it.